The task is: Predict the product of the given reaction.. This data is from Forward reaction prediction with 1.9M reactions from USPTO patents (1976-2016). (1) Given the reactants [NH2:1][S:2]([C:5]1[CH:10]=[C:9]([O:11][CH2:12]C2C=CC=CC=2)[CH:8]=[CH:7][C:6]=1[NH:19][C:20]([C:22]1[C:31](=[O:32])[C:30]([CH2:38][CH2:39][CH:40]([CH3:42])[CH3:41])([CH2:33][CH2:34][CH:35]([CH3:37])[CH3:36])[C:29]2[C:24](=[CH:25][CH:26]=[CH:27][CH:28]=2)[C:23]=1[OH:43])=O)(=[O:4])=[O:3].NS([C:48]1[CH:53]=[C:52](OC[C:48]2[CH:53]=[CH:52][CH:51]=[CH:50][CH:49]=2)[CH:51]=[CH:50][C:49]=1NC(C1C(=O)C(CCC)(CCC)[C:53]2[C:48](=[CH:49][CH:50]=[CH:51][CH:52]=2)C=1O)=O)(=O)=O, predict the reaction product. The product is: [CH2:12]([O:11][C:9]1[CH:8]=[CH:7][C:6]2[NH:19][C:20]([C:22]3[C:31](=[O:32])[C:30]([CH2:33][CH2:34][CH:35]([CH3:37])[CH3:36])([CH2:38][CH2:39][CH:40]([CH3:42])[CH3:41])[C:29]4[C:24]([C:23]=3[OH:43])=[CH:25][CH:26]=[CH:27][CH:28]=4)=[N:1][S:2](=[O:4])(=[O:3])[C:5]=2[CH:10]=1)[C:48]1[CH:53]=[CH:52][CH:51]=[CH:50][CH:49]=1. (2) Given the reactants [OH:1][CH2:2][CH2:3][CH2:4][C:5]1([OH:10])[CH2:9][CH2:8][CH2:7][CH2:6]1.[CH:11]12[CH:20]3[CH2:21][CH:17]([CH:18]=[CH:19]3)[CH:16]1[CH:15]1[CH2:22][CH:12]2[CH:13]([C:23](OC)=[O:24])[CH2:14]1, predict the reaction product. The product is: [CH:11]12[CH:20]3[CH2:21][CH:17]([CH:18]=[CH:19]3)[CH:16]1[CH:15]1[CH2:22][CH:12]2[CH:13]([C:23]([O:1][CH2:2][CH2:3][CH2:4][C:5]2([OH:10])[CH2:9][CH2:8][CH2:7][CH2:6]2)=[O:24])[CH2:14]1. (3) Given the reactants C(OC(=O)[NH:7][CH:8]([C:17](=[O:41])[N:18]([C:31]1[CH:36]=[CH:35][C:34]([O:37][CH3:38])=[C:33]([O:39][CH3:40])[CH:32]=1)[CH2:19][CH2:20][C:21]1[CH:26]=[CH:25][C:24]([C:27]([F:30])([F:29])[F:28])=[CH:23][CH:22]=1)[C:9]1[CH:14]=[CH:13][CH:12]=[CH:11][C:10]=1[O:15][CH3:16])(C)(C)C.FC(F)(F)C(O)=O, predict the reaction product. The product is: [NH2:7][CH:8]([C:9]1[CH:14]=[CH:13][CH:12]=[CH:11][C:10]=1[O:15][CH3:16])[C:17]([N:18]([C:31]1[CH:36]=[CH:35][C:34]([O:37][CH3:38])=[C:33]([O:39][CH3:40])[CH:32]=1)[CH2:19][CH2:20][C:21]1[CH:26]=[CH:25][C:24]([C:27]([F:30])([F:29])[F:28])=[CH:23][CH:22]=1)=[O:41]. (4) Given the reactants [Br:1][CH2:2][CH2:3][N:4]([CH2:20][CH3:21])[C:5]1[CH:10]=[CH:9][C:8]([N:11]=[N:12][C:13]2[S:14][C:15]([CH3:19])=[C:16]([CH3:18])[N:17]=2)=[CH:7][CH:6]=1.[CH3:22][N:23]1[CH:27]=[CH:26][N:25]=[CH:24]1, predict the reaction product. The product is: [Br-:1].[CH3:18][C:16]1[N:17]=[C:13]([N:12]=[N:11][C:8]2[CH:9]=[CH:10][C:5]([N:4]([CH2:20][CH3:21])[CH2:3][CH2:2][N:25]3[CH:26]=[CH:27][N+:23]([CH3:22])=[CH:24]3)=[CH:6][CH:7]=2)[S:14][C:15]=1[CH3:19]. (5) Given the reactants [Cl:1][C:2]1[CH:7]=[CH:6][CH:5]=[CH:4][C:3]=1[CH:8]([C:24]1[CH:29]=[CH:28][CH:27]=[CH:26][C:25]=1[Cl:30])[N:9]1[CH:14]2[CH2:15][CH2:16][CH:10]1[CH2:11][C:12]([C:18]1[N:23]=[CH:22][CH:21]=[CH:20][N:19]=1)([OH:17])[CH2:13]2, predict the reaction product. The product is: [Cl:30][C:25]1[CH:26]=[CH:27][CH:28]=[CH:29][C:24]=1[CH:8]([C:3]1[CH:4]=[CH:5][CH:6]=[CH:7][C:2]=1[Cl:1])[N:9]1[CH:14]2[CH2:15][CH2:16][CH:10]1[CH2:11][C:12]([C:18]1[NH:23][CH2:22][CH2:21][CH2:20][N:19]=1)([OH:17])[CH2:13]2.